From a dataset of Catalyst prediction with 721,799 reactions and 888 catalyst types from USPTO. Predict which catalyst facilitates the given reaction. (1) Reactant: [NH:1]1[CH:5]=[N:4][CH:3]=[N:2]1.[H-].[Na+].Cl[CH2:9][C:10]1[N:11]([CH3:27])[N:12]=[C:13]2[C:18]=1[CH:17]=[CH:16][CH:15]=[C:14]2[C:19]1[CH:24]=[CH:23][C:22]([Cl:25])=[CH:21][C:20]=1[Cl:26].[NH4+].[Cl-]. Product: [Cl:26][C:20]1[CH:21]=[C:22]([Cl:25])[CH:23]=[CH:24][C:19]=1[C:14]1[C:13]2[C:18](=[C:10]([CH2:9][N:1]3[CH:5]=[N:4][CH:3]=[N:2]3)[N:11]([CH3:27])[N:12]=2)[CH:17]=[CH:16][CH:15]=1. The catalyst class is: 3. (2) Reactant: [Br:1][C:2]1[C:3]([F:15])=[CH:4][CH:5]=[C:6]2[C:11]=1[N:10]=[C:9](Cl)[N:8]([CH3:13])[C:7]2=[O:14].Cl.[CH3:17][C:18]1([NH2:22])[CH2:21][CH2:20][CH2:19]1.C(N(C(C)C)C(C)C)C. Product: [Br:1][C:2]1[C:3]([F:15])=[CH:4][CH:5]=[C:6]2[C:11]=1[N:10]=[C:9]([NH:22][C:18]1([CH3:17])[CH2:21][CH2:20][CH2:19]1)[N:8]([CH3:13])[C:7]2=[O:14]. The catalyst class is: 197. (3) Reactant: [CH3:1][O:2][C:3]1[CH:4]=[C:5]([C:11]2[C@@H:20]3[C@@H:15]([CH2:16][CH2:17][CH2:18][CH2:19]3)[C:14](=[O:21])[N:13]([CH:22]3[CH2:27][CH2:26][N:25]([C:28](=[O:47])[C@H:29]([NH:39]C(=O)OC(C)(C)C)[CH2:30][C:31]4[CH:36]=[CH:35][C:34]([O:37][CH3:38])=[CH:33][CH:32]=4)[CH2:24][CH2:23]3)[N:12]=2)[CH:6]=[CH:7][C:8]=1[O:9][CH3:10].[ClH:48].C(OCC)C. Product: [ClH:48].[NH2:39][C@H:29]([CH2:30][C:31]1[CH:32]=[CH:33][C:34]([O:37][CH3:38])=[CH:35][CH:36]=1)[C:28]([N:25]1[CH2:24][CH2:23][CH:22]([N:13]2[N:12]=[C:11]([C:5]3[CH:6]=[CH:7][C:8]([O:9][CH3:10])=[C:3]([O:2][CH3:1])[CH:4]=3)[C@@H:20]3[C@@H:15]([CH2:16][CH2:17][CH2:18][CH2:19]3)[C:14]2=[O:21])[CH2:27][CH2:26]1)=[O:47]. The catalyst class is: 12.